This data is from NCI-60 drug combinations with 297,098 pairs across 59 cell lines. The task is: Regression. Given two drug SMILES strings and cell line genomic features, predict the synergy score measuring deviation from expected non-interaction effect. (1) Drug 1: CC1=C(C=C(C=C1)NC(=O)C2=CC=C(C=C2)CN3CCN(CC3)C)NC4=NC=CC(=N4)C5=CN=CC=C5. Drug 2: C1CNP(=O)(OC1)N(CCCl)CCCl. Cell line: DU-145. Synergy scores: CSS=-3.50, Synergy_ZIP=3.05, Synergy_Bliss=0.694, Synergy_Loewe=-4.25, Synergy_HSA=-5.45. (2) Drug 1: CCCCCOC(=O)NC1=NC(=O)N(C=C1F)C2C(C(C(O2)C)O)O. Drug 2: CCN(CC)CCNC(=O)C1=C(NC(=C1C)C=C2C3=C(C=CC(=C3)F)NC2=O)C. Cell line: SF-539. Synergy scores: CSS=11.8, Synergy_ZIP=-2.91, Synergy_Bliss=-8.68, Synergy_Loewe=-4.28, Synergy_HSA=-3.80. (3) Drug 1: CC12CCC3C(C1CCC2NC(=O)OCC(F)(F)F)CCC4C3(C=CC(=O)N4C)C. Drug 2: CN(CC1=CN=C2C(=N1)C(=NC(=N2)N)N)C3=CC=C(C=C3)C(=O)NC(CCC(=O)O)C(=O)O. Cell line: HT29. Synergy scores: CSS=38.7, Synergy_ZIP=-0.300, Synergy_Bliss=-3.84, Synergy_Loewe=-7.76, Synergy_HSA=-4.40.